From a dataset of Forward reaction prediction with 1.9M reactions from USPTO patents (1976-2016). Predict the product of the given reaction. (1) The product is: [OH:48][C:29]1[CH:28]=[C:27]([O:49][CH3:50])[CH:26]=[CH:31][C:30]=1[CH:32]1[C:40]2[C:35](=[CH:36][CH:37]=[CH:38][CH:39]=2)[N:34]([CH2:41][CH2:42][CH2:43][CH2:44][CH3:45])[C:33]1=[O:46]. Given the reactants BrC1C=CC(O)=C(C2(O)C3C(=CC=CC=3)N(CCCCC)C2=O)C=1.Br[C:26]1[C:27]([O:49][CH3:50])=[CH:28][C:29]([OH:48])=[C:30]([C:32]2(O)[C:40]3[C:35](=[CH:36][CH:37]=[CH:38][CH:39]=3)[N:34]([CH2:41][CH2:42][CH2:43][CH2:44][CH3:45])[C:33]2=[O:46])[CH:31]=1, predict the reaction product. (2) Given the reactants O=C(Cl)[O:3][C:4](Cl)(Cl)Cl.[CH2:9]([NH:11][C:12]1[C:17]([CH2:18][NH:19][C:20]2[CH:25]=[CH:24][C:23]([F:26])=[C:22]([N+:27]([O-:29])=[O:28])[CH:21]=2)=[CH:16][N:15]=[C:14]([N:30]([O:32][CH3:33])[CH3:31])[CH:13]=1)[CH3:10].CCN(CC)CC, predict the reaction product. The product is: [CH2:9]([N:11]1[C:12]2[CH:13]=[C:14]([N:30]([O:32][CH3:33])[CH3:31])[N:15]=[CH:16][C:17]=2[CH2:18][N:19]([C:20]2[CH:25]=[CH:24][C:23]([F:26])=[C:22]([N+:27]([O-:29])=[O:28])[CH:21]=2)[C:4]1=[O:3])[CH3:10]. (3) Given the reactants [NH:1]1[C:5]2[CH:6]=[CH:7][CH:8]=[CH:9][C:4]=2[N:3]=[C:2]1[NH2:10].CN(C)/[CH:13]=[CH:14]/[C:15]([C:17]1[CH:22]=[CH:21][CH:20]=[C:19]([N+:23]([O-:25])=[O:24])[CH:18]=1)=O, predict the reaction product. The product is: [N+:23]([C:19]1[CH:18]=[C:17]([C:15]2[CH:14]=[CH:13][N:1]3[C:5]4[CH:6]=[CH:7][CH:8]=[CH:9][C:4]=4[N:3]=[C:2]3[N:10]=2)[CH:22]=[CH:21][CH:20]=1)([O-:25])=[O:24]. (4) Given the reactants [NH2:1][C:2]1[CH:3]=[CH:4][C:5]2[O:9][C:8]([CH2:10][CH2:11][CH2:12][CH3:13])=[C:7]([C:14](=[O:34])[C:15]3[CH:20]=[CH:19][C:18]([O:21][CH2:22][CH2:23][CH2:24][N:25]([CH2:30][CH2:31][CH2:32][CH3:33])[CH2:26][CH2:27][CH2:28][CH3:29])=[CH:17][CH:16]=3)[C:6]=2[CH:35]=1.[CH3:36][S:37]([Cl:40])(=[O:39])=[O:38], predict the reaction product. The product is: [CH3:13][CH2:12][CH2:11][CH2:10][C:8]1[O:9][C:5]2[CH:4]=[CH:3][C:2]([NH:1][S:37]([CH3:36])(=[O:39])=[O:38])=[CH:35][C:6]=2[C:7]=1[C:14]([C:15]1[CH:20]=[CH:19][C:18]([O:21][CH2:22][CH2:23][CH2:24][N:25]([CH2:26][CH2:27][CH2:28][CH3:29])[CH2:30][CH2:31][CH2:32][CH3:33])=[CH:17][CH:16]=1)=[O:34].[ClH:40]. (5) The product is: [O:24]=[S:16]1(=[O:25])[C:17]2[CH:23]=[CH:22][CH:21]=[CH:20][C:18]=2[CH2:19][N:13]([C:4]2[CH:3]=[C:2]([NH:34][CH2:33][CH2:32][CH2:31][NH2:35])[C:11]3[C:6](=[CH:7][CH:8]=[C:9]([O:12][CH2:27][CH2:28][O:29][CH3:30])[CH:10]=3)[N:5]=2)[CH2:14][CH2:15]1. Given the reactants Cl[C:2]1[C:11]2[C:6](=[CH:7][CH:8]=[C:9]([OH:12])[CH:10]=2)[N:5]=[C:4]([N:13]2[CH2:19][C:18]3[CH:20]=[CH:21][CH:22]=[CH:23][C:17]=3[S:16](=[O:25])(=[O:24])[CH2:15][CH2:14]2)[CH:3]=1.Br[CH2:27][CH2:28][O:29][CH3:30].[CH2:31]([NH2:35])[CH2:32][CH2:33][NH2:34], predict the reaction product. (6) Given the reactants C(OC([N:8]1[C:16]2[C:11](=[CH:12][CH:13]=[CH:14][CH:15]=2)[CH:10]=[C:9]1[C:17]1[N:22]=[C:21]([NH:23][C:24]2[CH:32]=[CH:31][C:27]([C:28]([OH:30])=O)=[CH:26][C:25]=2[O:33][CH3:34])[CH:20]=[N:19][CH:18]=1)=O)(C)(C)C.[CH3:35][C@@H:36]1[CH2:41][NH:40][CH2:39][C@H:38]([CH3:42])[NH:37]1.CN(C(ON1N=NC2C=CC=CC1=2)=[N+](C)C)C.[B-](F)(F)(F)F, predict the reaction product. The product is: [CH3:35][C@H:36]1[NH:37][C@@H:38]([CH3:42])[CH2:39][N:40]([C:28]([C:27]2[CH:31]=[CH:32][C:24]([NH:23][C:21]3[CH:20]=[N:19][CH:18]=[C:17]([C:9]4[NH:8][C:16]5[C:11]([CH:10]=4)=[CH:12][CH:13]=[CH:14][CH:15]=5)[N:22]=3)=[C:25]([O:33][CH3:34])[CH:26]=2)=[O:30])[CH2:41]1.